Dataset: Peptide-MHC class II binding affinity with 134,281 pairs from IEDB. Task: Regression. Given a peptide amino acid sequence and an MHC pseudo amino acid sequence, predict their binding affinity value. This is MHC class II binding data. (1) The peptide sequence is SRAEVSYVHVNGAKF. The MHC is DRB1_0401 with pseudo-sequence DRB1_0401. The binding affinity (normalized) is 0.733. (2) The peptide sequence is ACSLFLNYAVSFNYF. The MHC is HLA-DQA10102-DQB10602 with pseudo-sequence HLA-DQA10102-DQB10602. The binding affinity (normalized) is 0.346. (3) The peptide sequence is LTWIGLNSKNTSMSF. The MHC is DRB1_0901 with pseudo-sequence DRB1_0901. The binding affinity (normalized) is 0.478. (4) The peptide sequence is HLAEGKVDTGVAVSR. The MHC is DRB5_0101 with pseudo-sequence DRB5_0101. The binding affinity (normalized) is 0.532.